This data is from Forward reaction prediction with 1.9M reactions from USPTO patents (1976-2016). The task is: Predict the product of the given reaction. (1) Given the reactants C(NC1N=C2C(N=C(OC)N2CCCC2CCOCC2)=C(N)N=1)CCC.FC(F)(F)C(O)=O.[CH3:34][C@H:35]([O:39][C:40]1[NH:41][C:42]([NH2:51])=[C:43]2[C:47]([N:48]=1)=[N:46][C:45]([O:49][CH3:50])=[N:44]2)[CH2:36][CH2:37][CH3:38].Br[CH2:53][CH2:54][CH2:55][CH:56]1[CH2:61][CH2:60][CH2:59][CH2:58][O:57]1, predict the reaction product. The product is: [CH3:34][C@H:35]([O:39][C:40]1[N:48]=[C:47]2[C:43]([N:44]=[C:45]([O:49][CH3:50])[N:46]2[CH2:53][CH2:54][CH2:55][CH:56]2[CH2:61][CH2:60][CH2:59][CH2:58][O:57]2)=[C:42]([NH2:51])[N:41]=1)[CH2:36][CH2:37][CH3:38]. (2) Given the reactants [NH2:1][C:2]1([C:7]([OH:9])=[O:8])[CH2:6][CH2:5][CH2:4][CH2:3]1.S(=O)(=O)(O)O.[CH2:15](O)[CH3:16], predict the reaction product. The product is: [CH2:15]([O:8][C:7]([C:2]1([NH2:1])[CH2:6][CH2:5][CH2:4][CH2:3]1)=[O:9])[CH3:16]. (3) Given the reactants [CH2:1]([N:5]1[CH2:10][CH2:9][C:8](=O)[CH2:7][CH2:6]1)[CH2:2][CH2:3][CH3:4].[NH:12]1[CH2:16][CH2:15][CH2:14][CH2:13]1.O, predict the reaction product. The product is: [CH2:1]([N:5]1[CH2:10][CH:9]=[C:8]([N:12]2[CH2:16][CH2:15][CH2:14][CH2:13]2)[CH2:7][CH2:6]1)[CH2:2][CH2:3][CH3:4]. (4) Given the reactants [CH3:1][C:2]1[CH:18]=[C:17]([CH3:19])[CH:16]=[CH:15][C:3]=1[O:4][C:5]1[S:6][C:7]2[C:13]([NH2:14])=[CH:12][CH:11]=[CH:10][C:8]=2[N:9]=1.[CH:20](=O)[CH2:21][CH3:22].C(O[BH-](O[C:34](=O)[CH3:35])OC(=O)C)(=O)C.[Na+].[CH3:38]C(O)=O, predict the reaction product. The product is: [CH3:1][C:2]1[CH:18]=[C:17]([CH3:19])[CH:16]=[CH:15][C:3]=1[O:4][C:5]1[S:6][C:7]2[C:13]([N:14]([CH2:38][CH2:34][CH3:35])[CH2:20][CH2:21][CH3:22])=[CH:12][CH:11]=[CH:10][C:8]=2[N:9]=1.